From a dataset of Reaction yield outcomes from USPTO patents with 853,638 reactions. Predict the reaction yield, written as a fraction of the theoretical maximum amount of product (1.0 means a 100% yield; for example, 0.34 means a 34% yield). The yield is 1.00. The product is [N:8]1[CH:9]=[CH:10][CH:11]=[C:6]([C:5]([NH:4][CH2:3][CH2:2][O:1][C:22](=[O:23])[CH2:21][CH2:20][CH2:19][C:13]2[CH:18]=[CH:17][CH:16]=[CH:15][CH:14]=2)=[O:12])[CH:7]=1. The reactants are [OH:1][CH2:2][CH2:3][NH:4][C:5](=[O:12])[C:6]1[CH:11]=[CH:10][CH:9]=[N:8][CH:7]=1.[C:13]1([CH2:19][CH2:20][CH2:21][C:22](Cl)=[O:23])[CH:18]=[CH:17][CH:16]=[CH:15][CH:14]=1. The catalyst is C(Cl)Cl.N1C=CC=CC=1.